From a dataset of Reaction yield outcomes from USPTO patents with 853,638 reactions. Predict the reaction yield, written as a fraction of the theoretical maximum amount of product (1.0 means a 100% yield; for example, 0.34 means a 34% yield). (1) The catalyst is CC#N. The yield is 0.706. The reactants are [N:1]12[CH2:8][CH2:7][C:4]([C:9]([C:17]3[CH:22]=[CH:21][CH:20]=[CH:19][CH:18]=3)([C:11]3[CH:16]=[CH:15][CH:14]=[CH:13][CH:12]=3)[OH:10])([CH2:5][CH2:6]1)[CH2:3][CH2:2]2.[Br:23][CH2:24][CH2:25][CH2:26][O:27][C:28]1[CH:29]=[C:30]([C:34]2[CH:39]=[CH:38][CH:37]=[CH:36][CH:35]=2)[CH:31]=[CH:32][CH:33]=1. The product is [Br-:23].[C:30]1([C:34]2[CH:39]=[CH:38][CH:37]=[CH:36][CH:35]=2)[CH:31]=[CH:32][CH:33]=[C:28]([O:27][CH2:26][CH2:25][CH2:24][N+:1]23[CH2:6][CH2:5][C:4]([C:9]([OH:10])([C:17]4[CH:22]=[CH:21][CH:20]=[CH:19][CH:18]=4)[C:11]4[CH:12]=[CH:13][CH:14]=[CH:15][CH:16]=4)([CH2:3][CH2:2]2)[CH2:7][CH2:8]3)[CH:29]=1. (2) The yield is 0.770. The product is [Cl:1][C:2]1[CH:7]=[CH:6][C:5]([C:8]2[C:14]3[CH:15]=[CH:16][CH:17]=[CH:18][C:13]=3[C:12]3[C:19]([CH3:22])=[N:20][O:21][C:11]=3[C@H:10]([CH2:23][C:24]([O:26][CH3:27])=[O:25])[N:9]=2)=[CH:4][CH:3]=1. The catalyst is CN(C)C=O.ClCCl. The reactants are [Cl:1][C:2]1[CH:7]=[CH:6][C:5]([C:8]2[C:14]3[CH:15]=[CH:16][CH:17]=[CH:18][C:13]=3[C:12]3[C:19]([CH3:22])=[N:20][O:21][C:11]=3[C@H:10]([CH2:23][C:24]([OH:26])=[O:25])[N:9]=2)=[CH:4][CH:3]=1.[C:27](Cl)(=O)C(Cl)=O.CO. (3) The reactants are [CH3:1][O:2][C:3]1[CH:8]=[C:7]([N+:9]([O-])=O)[CH:6]=[CH:5][C:4]=1[C:12]1[O:16][CH:15]=[N:14][CH:13]=1.C(Cl)(Cl)Cl. The catalyst is CCO.[Pd]. The product is [CH3:1][O:2][C:3]1[CH:8]=[C:7]([CH:6]=[CH:5][C:4]=1[C:12]1[O:16][CH:15]=[N:14][CH:13]=1)[NH2:9]. The yield is 0.820. (4) The reactants are [Br:1][C:2]1[CH:3]=[C:4]2[C:8](=[CH:9][CH:10]=1)[NH:7][C:6](=[O:11])/[C:5]/2=[N:12]\[C:13]1[CH:18]=[CH:17][CH:16]=[C:15]([C:19]([F:22])([F:21])[F:20])[CH:14]=1.C(N(CC)CC)C.[C:30]1(B(O)O)[CH:35]=[CH:34][CH:33]=[CH:32][CH:31]=1. The catalyst is C(Cl)Cl.C([O-])(=O)C.[Cu+2].C([O-])(=O)C. The product is [Br:1][C:2]1[CH:3]=[C:4]2[C:8](=[CH:9][CH:10]=1)[N:7]([C:30]1[CH:35]=[CH:34][CH:33]=[CH:32][CH:31]=1)[C:6](=[O:11])/[C:5]/2=[N:12]\[C:13]1[CH:18]=[CH:17][CH:16]=[C:15]([C:19]([F:20])([F:22])[F:21])[CH:14]=1. The yield is 0.200. (5) The reactants are C[O:2][C:3](=[O:24])[CH2:4][C:5]1[CH:10]=[C:9]([CH3:11])[C:8]([O:12][C:13]2[N:14]=[N:15][C:16]([Cl:22])=[C:17]([CH:19]([CH3:21])[CH3:20])[CH:18]=2)=[C:7]([Cl:23])[CH:6]=1.[OH-].[Na+]. The catalyst is CO. The product is [Cl:23][C:7]1[CH:6]=[C:5]([CH2:4][C:3]([OH:24])=[O:2])[CH:10]=[C:9]([CH3:11])[C:8]=1[O:12][C:13]1[N:14]=[N:15][C:16]([Cl:22])=[C:17]([CH:19]([CH3:21])[CH3:20])[CH:18]=1. The yield is 1.00. (6) The reactants are [CH:1](=[C:8]1[CH2:13][CH2:12][CH2:11][NH:10][C:9]1=[O:14])[C:2]1[CH:7]=[CH:6][CH:5]=[CH:4][CH:3]=1.CO. The catalyst is [Ir].ClCCl. The product is [CH2:1]([CH:8]1[CH2:13][CH2:12][CH2:11][NH:10][C:9]1=[O:14])[C:2]1[CH:7]=[CH:6][CH:5]=[CH:4][CH:3]=1. The yield is 0.960. (7) The catalyst is CN(C=O)C.Cl.C(OCC)(=O)C. The product is [Cl:1][C:2]1[CH:10]=[C:6]([C:7]([NH:23][CH2:22][CH:21]([CH3:20])[CH3:26])=[O:9])[CH:5]=[C:4]([CH:3]=1)[C:11]([NH:41][CH2:37][CH:38]([CH3:40])[CH3:39])=[O:13]. The reactants are [Cl:1][C:2]1[CH:3]=[C:4]([C:11]([OH:13])=O)[CH:5]=[C:6]([CH:10]=1)[C:7]([OH:9])=O.Cl.C(N=C=N[CH2:20][CH2:21][CH2:22][N:23](C)C)C.[CH:26]1C=CC2N(O)N=NC=2C=1.O.[CH2:37]([NH2:41])[CH:38]([CH3:40])[CH3:39]. The yield is 0.720. (8) The reactants are F[C:2]1[CH:7]=[CH:6][C:5]([NH:8][C:9]2[N:14]=[C:13]([N:15]3[CH:19]=[C:18]([CH:20]=[O:21])[C:17]([CH3:22])=[N:16]3)[CH:12]=[CH:11][N:10]=2)=[CH:4][C:3]=1[N+:23]([O-:25])=[O:24].CCN(C(C)C)C(C)C.[NH:35]1[CH2:40][CH2:39][O:38][CH2:37][CH2:36]1. The catalyst is CC12CC3(N)CC(CC(C)(C3)C1)C2. The product is [CH3:22][C:17]1[C:18]([CH:20]=[O:21])=[CH:19][N:15]([C:13]2[CH:12]=[CH:11][N:10]=[C:9]([NH:8][C:5]3[CH:6]=[CH:7][C:2]([N:35]4[CH2:40][CH2:39][O:38][CH2:37][CH2:36]4)=[C:3]([N+:23]([O-:25])=[O:24])[CH:4]=3)[N:14]=2)[N:16]=1. The yield is 0.920.